Task: Predict the product of the given reaction.. Dataset: Forward reaction prediction with 1.9M reactions from USPTO patents (1976-2016) (1) Given the reactants [N:1]([CH:4]([C:6]1[N:7]=[C:8]2[S:21][CH:20]=[C:19]([CH3:22])[N:9]2[C:10](=[O:18])[C:11]=1[C:12]1[CH:17]=[CH:16][N:15]=[CH:14][CH:13]=1)[CH3:5])=[N+]=[N-].CP(C)C.C(OCC)(=O)C, predict the reaction product. The product is: [NH2:1][CH:4]([C:6]1[N:7]=[C:8]2[S:21][CH:20]=[C:19]([CH3:22])[N:9]2[C:10](=[O:18])[C:11]=1[C:12]1[CH:13]=[CH:14][N:15]=[CH:16][CH:17]=1)[CH3:5]. (2) Given the reactants [CH3:13][C:12]([O:11][C:9](O[C:9]([O:11][C:12]([CH3:15])([CH3:14])[CH3:13])=[O:10])=[O:10])([CH3:15])[CH3:14].[N+:16]([C:19]1[CH:20]=[CH:21][C:22]([O:30][C:31]2[CH:36]=[CH:35][C:34]([O:37][C:38]([F:41])([F:40])[F:39])=[CH:33][CH:32]=2)=[C:23]([CH:25]2[CH2:29][CH2:28][CH2:27][NH:26]2)[CH:24]=1)([O-:18])=[O:17], predict the reaction product. The product is: [N+:16]([C:19]1[CH:20]=[CH:21][C:22]([O:30][C:31]2[CH:36]=[CH:35][C:34]([O:37][C:38]([F:41])([F:39])[F:40])=[CH:33][CH:32]=2)=[C:23]([CH:25]2[CH2:29][CH2:28][CH2:27][N:26]2[C:9]([O:11][C:12]([CH3:13])([CH3:14])[CH3:15])=[O:10])[CH:24]=1)([O-:18])=[O:17]. (3) Given the reactants [F:1][C:2]1[CH:7]=[C:6]([C:8](=[N:10][S:11]([C:13]([CH3:16])([CH3:15])[CH3:14])=[O:12])[CH3:9])[CH:5]=[C:4]([F:17])[C:3]=1[NH:18][S:19]([CH3:22])(=[O:21])=[O:20].[BH4-].[Na+].CO, predict the reaction product. The product is: [F:1][C:2]1[CH:7]=[C:6]([CH:8]([NH:10][S:11]([C:13]([CH3:16])([CH3:14])[CH3:15])=[O:12])[CH3:9])[CH:5]=[C:4]([F:17])[C:3]=1[NH:18][S:19]([CH3:22])(=[O:21])=[O:20]. (4) The product is: [C:12]1([CH:11]=[CH:10][C:9]([OH:18])=[O:8])[CH:17]=[CH:16][CH:15]=[CH:14][CH:13]=1. Given the reactants BrC1C=CC([OH:8])=CC=1.[C:9](Cl)(=[O:18])[CH:10]=[CH:11][C:12]1[CH:17]=[CH:16][CH:15]=[CH:14][CH:13]=1.C(N(CC)CC)C, predict the reaction product. (5) Given the reactants [NH2:1][C:2]1[CH:11]=[CH:10][C:5]([C:6]([O:8][CH3:9])=[O:7])=[CH:4][C:3]=1[CH3:12].Cl[C:14]([O:17]C(Cl)=O)(Cl)Cl, predict the reaction product. The product is: [N:1]([C:2]1[CH:11]=[CH:10][C:5]([C:6]([O:8][CH3:9])=[O:7])=[CH:4][C:3]=1[CH3:12])=[C:14]=[O:17]. (6) Given the reactants [Cl:1][C:2]1[CH:3]=[C:4]([C:12]2[O:16][N:15]=[C:14]([C:17]3[CH:18]=[CH:19][CH:20]=[C:21]4[C:25]=3[N:24]([CH3:26])[CH:23]=[C:22]4[CH2:27][CH:28]=O)[N:13]=2)[CH:5]=[CH:6][C:7]=1[O:8][CH:9]([CH3:11])[CH3:10].[NH:30]1[CH2:35][CH2:34][CH:33]([C:36]([O:38][CH2:39][CH3:40])=[O:37])[CH2:32][CH2:31]1.C(O)(=O)C.C(O[BH-](OC(=O)C)OC(=O)C)(=O)C.[Na+], predict the reaction product. The product is: [Cl:1][C:2]1[CH:3]=[C:4]([C:12]2[O:16][N:15]=[C:14]([C:17]3[CH:18]=[CH:19][CH:20]=[C:21]4[C:25]=3[N:24]([CH3:26])[CH:23]=[C:22]4[CH2:27][CH2:28][N:30]3[CH2:35][CH2:34][CH:33]([C:36]([O:38][CH2:39][CH3:40])=[O:37])[CH2:32][CH2:31]3)[N:13]=2)[CH:5]=[CH:6][C:7]=1[O:8][CH:9]([CH3:10])[CH3:11].